Task: Predict the product of the given reaction.. Dataset: Forward reaction prediction with 1.9M reactions from USPTO patents (1976-2016) (1) Given the reactants [CH3:1][O:2][C:3]1[CH:8]=[CH:7][C:6]([NH:9][C:10]2[C:11](=O)[N:12]([CH2:22][C:23]([F:26])([F:25])[F:24])[C:13](=[O:21])[C:14]=2[C:15]2[CH:20]=[CH:19][CH:18]=[CH:17][CH:16]=2)=[CH:5][CH:4]=1.COC1C=CC(P2(SP(C3C=CC(OC)=CC=3)(=S)S2)=[S:37])=CC=1, predict the reaction product. The product is: [CH3:1][O:2][C:3]1[CH:8]=[CH:7][C:6]([NH:9][C:10]2[C:11](=[S:37])[N:12]([CH2:22][C:23]([F:26])([F:25])[F:24])[C:13](=[O:21])[C:14]=2[C:15]2[CH:20]=[CH:19][CH:18]=[CH:17][CH:16]=2)=[CH:5][CH:4]=1. (2) Given the reactants Br[C:2]1[N:7]=[CH:6][C:5]([C:8]([N:10]2[CH2:15][CH2:14][N:13]([C:16]3[C:21]([CH3:22])=[CH:20][C:19]([CH3:23])=[C:18]([CH3:24])[N:17]=3)[CH2:12][CH2:11]2)=[O:9])=[CH:4][CH:3]=1.[CH3:25][N:26]1[C:30](=[O:31])[CH2:29][NH:28][C:27]1=[O:32], predict the reaction product. The product is: [CH3:25][N:26]1[C:30](=[O:31])[CH2:29][N:28]([C:2]2[CH:3]=[CH:4][C:5]([C:8]([N:10]3[CH2:15][CH2:14][N:13]([C:16]4[C:21]([CH3:22])=[CH:20][C:19]([CH3:23])=[C:18]([CH3:24])[N:17]=4)[CH2:12][CH2:11]3)=[O:9])=[CH:6][N:7]=2)[C:27]1=[O:32]. (3) The product is: [CH3:32][CH:31]([CH3:33])[C:30]([NH:22][C:19]1[S:20][CH:21]=[C:17]([CH2:16][O:15][N:14]=[C:7]([C:6]2[N:2]([CH3:1])[CH:3]=[N:4][CH:5]=2)[C:8]2[CH:9]=[CH:10][CH:11]=[CH:12][CH:13]=2)[N:18]=1)=[O:34]. Given the reactants [CH3:1][N:2]1[C:6]([C:7](=[N:14][O:15][CH2:16][C:17]2[N:18]=[C:19]([NH2:22])[S:20][CH:21]=2)[C:8]2[CH:13]=[CH:12][CH:11]=[CH:10][CH:9]=2)=[CH:5][N:4]=[CH:3]1.C(N(CC)CC)C.[C:30](O[C:30](=[O:34])[CH:31]([CH3:33])[CH3:32])(=[O:34])[CH:31]([CH3:33])[CH3:32], predict the reaction product. (4) Given the reactants [F:1][C:2]1[CH:7]=[CH:6][CH:5]=[C:4]([F:8])[C:3]=1[NH:9][C:10](=[O:27])[NH:11][C:12]1[CH:17]=[CH:16][C:15]([C:18]2[CH:22]=[C:21]([C:23](O)=[O:24])[O:20][N:19]=2)=[CH:14][C:13]=1[CH3:26].CN1CCOCC1.C(OC(Cl)=O)C(C)C.Cl.[CH3:44][O:45][C:46](=[O:50])[C@H:47]([CH3:49])[NH2:48].CCN(CC)CC, predict the reaction product. The product is: [F:1][C:2]1[CH:7]=[CH:6][CH:5]=[C:4]([F:8])[C:3]=1[NH:9][C:10](=[O:27])[NH:11][C:12]1[CH:17]=[CH:16][C:15]([C:18]2[CH:22]=[C:21]([C:23]([NH:48][CH:47]([CH3:49])[C:46]([O:45][CH3:44])=[O:50])=[O:24])[O:20][N:19]=2)=[CH:14][C:13]=1[CH3:26]. (5) Given the reactants [OH:1][N:2]=[C:3]([C:5]1[CH:13]=[CH:12][C:11]2[N:10]3[CH2:14][CH2:15][CH:16]([CH2:17][C:18]([O:20][C:21]([CH3:24])([CH3:23])[CH3:22])=[O:19])[C:9]3=[CH:8][C:7]=2[CH:6]=1)[NH2:4].C(N(CC)CC)C.[Cl:32][C:33]1[CH:34]=[C:35]([CH:39]=[C:40]([CH3:42])[N:41]=1)[C:36](Cl)=O, predict the reaction product. The product is: [Cl:32][C:33]1[CH:34]=[C:35]([C:36]2[O:1][N:2]=[C:3]([C:5]3[CH:13]=[CH:12][C:11]4[N:10]5[CH2:14][CH2:15][CH:16]([CH2:17][C:18]([O:20][C:21]([CH3:24])([CH3:23])[CH3:22])=[O:19])[C:9]5=[CH:8][C:7]=4[CH:6]=3)[N:4]=2)[CH:39]=[C:40]([CH3:42])[N:41]=1.